From a dataset of Forward reaction prediction with 1.9M reactions from USPTO patents (1976-2016). Predict the product of the given reaction. (1) Given the reactants [Br:1][C:2]1[N:7]=[C:6]([C:8]([OH:10])=O)[CH:5]=[CH:4][CH:3]=1.[CH:11]1([NH2:14])[CH2:13][CH2:12]1, predict the reaction product. The product is: [CH:11]1([NH:14][C:8]([C:6]2[CH:5]=[CH:4][CH:3]=[C:2]([Br:1])[N:7]=2)=[O:10])[CH2:13][CH2:12]1. (2) Given the reactants [NH2:1][C:2]1[CH:7]=[CH:6][C:5]([CH2:8][CH2:9][OH:10])=[CH:4][CH:3]=1.[Br:11][C:12]1[CH:13]=[N:14][C:15](Cl)=[N:16][CH:17]=1.[I-].[Na+].C(N(C(C)C)CC)(C)C, predict the reaction product. The product is: [Br:11][C:12]1[CH:13]=[N:14][C:15]([NH:1][C:2]2[CH:7]=[CH:6][C:5]([CH2:8][CH2:9][OH:10])=[CH:4][CH:3]=2)=[N:16][CH:17]=1. (3) Given the reactants Cl[C:2]1[C:3]2[C:10]([CH:11]([CH3:13])[CH3:12])=[C:9]([CH2:14][CH:15]([CH3:17])[CH3:16])[NH:8][C:4]=2[N:5]=[CH:6][N:7]=1.[CH3:18][O:19][C:20]1[CH:28]=[C:27]2[C:23]([CH:24]=[N:25][NH:26]2)=[CH:22][C:21]=1[NH2:29], predict the reaction product. The product is: [CH3:18][O:19][C:20]1[CH:28]=[C:27]2[C:23]([CH:24]=[N:25][NH:26]2)=[CH:22][C:21]=1[NH:29][C:2]1[C:3]2[C:10]([CH:11]([CH3:13])[CH3:12])=[C:9]([CH2:14][CH:15]([CH3:17])[CH3:16])[NH:8][C:4]=2[N:5]=[CH:6][N:7]=1. (4) Given the reactants Cl[C:2]1C=C(C=C[CH:11]=1)C(OO)=O.C(S[C:15]1[CH:20]=[CH:19][CH:18]=[CH:17][C:16]=1[N:21]1[CH:29]=[C:28]2[C:23]([CH:24]=[C:25]([C:30]([F:33])([F:32])[F:31])[CH:26]=[CH:27]2)=[N:22]1)C.[S:34]([O-:38])([O-])(=[O:36])=S.[Na+].[Na+], predict the reaction product. The product is: [CH2:2]([S:34]([C:15]1[CH:20]=[CH:19][CH:18]=[CH:17][C:16]=1[N:21]1[CH:29]=[C:28]2[C:23]([CH:24]=[C:25]([C:30]([F:33])([F:32])[F:31])[CH:26]=[CH:27]2)=[N:22]1)(=[O:38])=[O:36])[CH3:11].